From a dataset of Reaction yield outcomes from USPTO patents with 853,638 reactions. Predict the reaction yield, written as a fraction of the theoretical maximum amount of product (1.0 means a 100% yield; for example, 0.34 means a 34% yield). (1) The yield is 0.590. The product is [ClH:17].[NH2:5][CH2:6][C@@:7]1([CH2:13][C:14]([OH:16])=[O:15])[CH2:11][CH2:10][C@@H:9]([CH3:12])[CH2:8]1. The reactants are COC([NH:5][CH2:6][C@@:7]1([CH2:13][C:14]([OH:16])=[O:15])[CH2:11][CH2:10][C@@H:9]([CH3:12])[CH2:8]1)=O.[ClH:17]. The catalyst is O1CCOCC1.O. (2) The reactants are Cl.O.[OH:3][C:4]12[C:15]3[C:10](=[CH:11][CH:12]=[CH:13][C:14]=3[N+:16]([O-])=O)[C:9](=[O:19])[C:8]1([NH:20][C:21]([C:23]1[N:24]=[C:25]3[N:30]=[CH:29][CH:28]=[CH:27][N:26]3[CH:31]=1)=[O:22])[C:7]1[CH:32]=[CH:33][C:34]([CH:36]([CH3:38])[CH3:37])=[CH:35][C:6]=1[O:5]2. The catalyst is C(O)C.[Fe]. The product is [NH2:16][C:14]1[CH:13]=[CH:12][CH:11]=[C:10]2[C:15]=1[C:4](=[O:3])[C:8]1([NH:20][C:21]([C:23]3[N:24]=[C:25]4[N:30]=[CH:29][CH:28]=[CH:27][N:26]4[CH:31]=3)=[O:22])[C:7]3[CH:32]=[CH:33][C:34]([CH:36]([CH3:37])[CH3:38])=[CH:35][C:6]=3[O:5][C:9]12[OH:19]. The yield is 0.300. (3) The reactants are Cl.[CH3:2][S:3][C:4]1[CH:9]=[CH:8][C:7]([NH:10][NH2:11])=[CH:6][CH:5]=1.[CH3:12][C:13]([CH3:20])([CH3:19])[C:14](=O)[CH2:15][C:16]#[N:17]. The catalyst is C(O)C.C(OCC)(=O)C. The product is [C:13]([C:14]1[CH:15]=[C:16]([NH2:17])[N:10]([C:7]2[CH:8]=[CH:9][C:4]([S:3][CH3:2])=[CH:5][CH:6]=2)[N:11]=1)([CH3:20])([CH3:19])[CH3:12]. The yield is 0.950. (4) The reactants are [Br:1][C:2]1[N:6]2[CH2:7][CH2:8][N:9](C(OC(C)(C)C)=O)[C:10](=[O:11])[C:5]2=[N:4][N:3]=1.C(O)(C(F)(F)F)=O. The catalyst is C(Cl)Cl. The product is [Br:1][C:2]1[N:6]2[CH2:7][CH2:8][NH:9][C:10](=[O:11])[C:5]2=[N:4][N:3]=1. The yield is 0.870. (5) The reactants are [CH3:1][S:2]([C:4]1[CH:9]=[CH:8][CH:7]=[CH:6][C:5]=1[N:10]1[CH:15]=[CH:14][C:13](=[O:16])[C:12]([C:17]2[N:21]([C:22]3[CH:27]=[CH:26][CH:25]=[CH:24][CH:23]=3)[N:20]=[CH:19][CH:18]=2)=[N:11]1)=[O:3].[OH:28]O. The catalyst is C(O)(=O)C. The product is [CH3:1][S:2]([C:4]1[CH:9]=[CH:8][CH:7]=[CH:6][C:5]=1[N:10]1[CH:15]=[CH:14][C:13](=[O:16])[C:12]([C:17]2[N:21]([C:22]3[CH:27]=[CH:26][CH:25]=[CH:24][CH:23]=3)[N:20]=[CH:19][CH:18]=2)=[N:11]1)(=[O:28])=[O:3]. The yield is 0.0600. (6) The reactants are [CH3:1][CH:2]([CH2:7][N:8]1[CH2:12][CH2:11][CH2:10][CH2:9]1)[CH2:3][C:4]([OH:6])=[O:5].C1N=CN(C(N2C=NC=C2)=O)C=1.Cl.[F:26][C:27]1[C:31]([C:32]2[CH:33]=[N:34][C:35]([O:38][CH3:39])=[CH:36][CH:37]=2)=[N:30][NH:29][C:28]=1[NH2:40].CCN(CC)CC. The catalyst is ClCCCl. The product is [CH:4]([OH:6])=[O:5].[F:26][C:27]1[C:31]([C:32]2[CH:33]=[N:34][C:35]([O:38][CH3:39])=[CH:36][CH:37]=2)=[N:30][NH:29][C:28]=1[NH:40][C:4](=[O:6])[CH2:3][CH:2]([CH3:1])[CH2:7][N:8]1[CH2:12][CH2:11][CH2:10][CH2:9]1. The yield is 0.500. (7) The catalyst is CO. The reactants are [NH2:1][CH:2]([CH2:7][C:8]1[CH:9]=[C:10]2[C:15](=[CH:16][CH:17]=1)[N:14]=[C:13]([C:18]1[C:23]([Cl:24])=[CH:22][CH:21]=[CH:20][C:19]=1[Cl:25])[CH:12]=[CH:11]2)[C:3]([O:5][CH3:6])=[O:4].CCN(C(C)C)C(C)C.[CH:35]([O:38][C:39]1[C:40](=O)[C:41](=[O:47])[C:42]=1[O:43]C(C)C)([CH3:37])[CH3:36]. The product is [Cl:25][C:19]1[CH:20]=[CH:21][CH:22]=[C:23]([Cl:24])[C:18]=1[C:13]1[CH:12]=[CH:11][C:10]2[C:15](=[CH:16][CH:17]=[C:8]([CH2:7][CH:2]([NH:1][C:40]3[C:41](=[O:47])[C:42](=[O:43])[C:39]=3[O:38][CH:35]([CH3:37])[CH3:36])[C:3]([O:5][CH3:6])=[O:4])[CH:9]=2)[N:14]=1. The yield is 0.570. (8) The reactants are C(P(=O)([O:7][CH2:8][CH3:9])OCC)#N.C(N(CC)CC)C.Cl.[CH3:19][O:20][C:21]1[CH:22]=[C:23]2[C:28](=[CH:29][C:30]=1[O:31][CH3:32])[CH2:27][NH:26][CH2:25][CH2:24]2.F[C:34]1[CH:39]=[CH:38][C:37]([C:40]2[CH:45]=[CH:44][C:43](CC3C4C(=CC(OC)=C(OC)C=4)CCN3C(C3C=CC=CC=3)=O)=[CH:42][CH:41]=2)=[C:36](OC)[CH:35]=1. The catalyst is CN(C=O)C.O. The product is [C:37]1([C:40]2[CH:41]=[CH:42][CH:43]=[CH:44][CH:45]=2)[CH:38]=[CH:39][C:34]([CH2:9][C:8]([N:26]2[CH2:25][CH2:24][C:23]3[C:28](=[CH:29][C:30]([O:31][CH3:32])=[C:21]([O:20][CH3:19])[CH:22]=3)[CH2:27]2)=[O:7])=[CH:35][CH:36]=1. The yield is 0.800. (9) The reactants are Br[C:2]1[C:3]([C:23]2[CH:28]=[CH:27][C:26]([Cl:29])=[CH:25][CH:24]=2)=[CH:4][C:5]2[N:6]([C:8]([CH2:11][C:12]3[C:13]([CH3:22])=[N:14][C:15]([C:18]([F:21])([F:20])[F:19])=[CH:16][CH:17]=3)=[N:9][N:10]=2)[CH:7]=1.[F:30][C:31]1[CH:36]=[CH:35][CH:34]=[CH:33][C:32]=1B(O)O.C([O-])([O-])=O.[K+].[K+].ClC1C=CC(C2C(C3C=CC(Cl)=CC=3Cl)=CN3C(CC4C=NC(C(F)(F)F)=CC=4)=NN=C3C=2)=CC=1. The catalyst is O1CCOCC1.O.C1C=CC([P]([Pd]([P](C2C=CC=CC=2)(C2C=CC=CC=2)C2C=CC=CC=2)([P](C2C=CC=CC=2)(C2C=CC=CC=2)C2C=CC=CC=2)[P](C2C=CC=CC=2)(C2C=CC=CC=2)C2C=CC=CC=2)(C2C=CC=CC=2)C2C=CC=CC=2)=CC=1. The product is [Cl:29][C:26]1[CH:27]=[CH:28][C:23]([C:3]2[C:2]([C:32]3[CH:33]=[CH:34][CH:35]=[CH:36][C:31]=3[F:30])=[CH:7][N:6]3[C:8]([CH2:11][C:12]4[C:13]([CH3:22])=[N:14][C:15]([C:18]([F:20])([F:21])[F:19])=[CH:16][CH:17]=4)=[N:9][N:10]=[C:5]3[CH:4]=2)=[CH:24][CH:25]=1. The yield is 0.550.